This data is from Catalyst prediction with 721,799 reactions and 888 catalyst types from USPTO. The task is: Predict which catalyst facilitates the given reaction. (1) Reactant: C([N:8]1[CH2:13][CH2:12][C:11]2([C:17]3[CH:18]=[C:19]([O:22][CH2:23][CH2:24][CH2:25][CH2:26][CH2:27][CH3:28])[CH:20]=[CH:21][C:16]=3[O:15][CH2:14]2)[CH2:10][CH2:9]1)C1C=CC=CC=1.[Cl:29]C(OC(Cl)=O)C. Product: [ClH:29].[CH2:23]([O:22][C:19]1[CH:20]=[CH:21][C:16]2[O:15][CH2:14][C:11]3([CH2:10][CH2:9][NH:8][CH2:13][CH2:12]3)[C:17]=2[CH:18]=1)[CH2:24][CH2:25][CH2:26][CH2:27][CH3:28]. The catalyst class is: 279. (2) Product: [Br:10][C:11]1[CH:12]=[N:13][CH:14]=[CH:15][C:16]=1[O:9][C:3]1[CH:4]=[C:5]([F:8])[CH:6]=[CH:7][C:2]=1[Cl:1]. The catalyst class is: 37. Reactant: [Cl:1][C:2]1[CH:7]=[CH:6][C:5]([F:8])=[CH:4][C:3]=1[OH:9].[Br:10][C:11]1[CH:12]=[N:13][CH:14]=[CH:15][C:16]=1Cl.C1CCN2C(=NCCC2)CC1. (3) Reactant: [CH:1]1([C:6](=O)[CH:7]([C:13]([CH:15]2[CH2:19][CH2:18][CH2:17][CH2:16]2)=[O:14])[C:8]([O:10][CH2:11][CH3:12])=[O:9])[CH2:5][CH2:4][CH2:3][CH2:2]1.O.Cl.[NH2:23]O. Product: [CH:1]1([C:6]2[C:7]([C:8]([O:10][CH2:11][CH3:12])=[O:9])=[C:13]([CH:15]3[CH2:19][CH2:18][CH2:17][CH2:16]3)[O:14][N:23]=2)[CH2:5][CH2:4][CH2:3][CH2:2]1. The catalyst class is: 14.